This data is from Full USPTO retrosynthesis dataset with 1.9M reactions from patents (1976-2016). The task is: Predict the reactants needed to synthesize the given product. (1) Given the product [ClH:64].[NH2:53][CH2:52][C@H:49]1[CH2:48][CH2:47][C@H:46]([C:44]([NH:43][C@H:29]([C:30](=[O:42])[NH:31][C:32]2[CH:40]=[C:39]3[C:35]([C:36](=[O:41])[NH:37][NH:38]3)=[CH:34][CH:33]=2)[CH2:28][C:25]2[CH:24]=[CH:23][C:22]([C:19]3[CH:20]=[CH:21][C:16]([C:14]([NH:13][CH2:12][CH2:11][N:10]([CH2:8][CH3:9])[CH2:62][CH3:63])=[O:15])=[CH:17][C:18]=3[CH3:61])=[CH:27][CH:26]=2)=[O:45])[CH2:51][CH2:50]1, predict the reactants needed to synthesize it. The reactants are: FC(F)(F)C(O)=O.[CH2:8]([N:10]([CH2:62][CH3:63])[CH2:11][CH2:12][NH:13][C:14]([C:16]1[CH:21]=[CH:20][C:19]([C:22]2[CH:27]=[CH:26][C:25]([CH2:28][C@H:29]([NH:43][C:44]([C@H:46]3[CH2:51][CH2:50][C@H:49]([CH2:52][NH:53]C(=O)OC(C)(C)C)[CH2:48][CH2:47]3)=[O:45])[C:30](=[O:42])[NH:31][C:32]3[CH:40]=[C:39]4[C:35]([C:36](=[O:41])[NH:37][NH:38]4)=[CH:34][CH:33]=3)=[CH:24][CH:23]=2)=[C:18]([CH3:61])[CH:17]=1)=[O:15])[CH3:9].[ClH:64]. (2) Given the product [C:47]([O:46][C:44]([NH:43][C:37]1[S:36][C:35]([Br:34])=[N:39][C:38]=1[C:40]([NH:51][C:52]1[CH:53]=[N:54][N:55]([CH3:74])[C:56]=1[N:57]1[CH2:63][C:62]([F:65])([F:64])[CH2:61][CH:60]([NH:66][C:67](=[O:73])[O:68][C:69]([CH3:70])([CH3:71])[CH3:72])[CH2:59][CH2:58]1)=[O:42])=[O:45])([CH3:50])([CH3:49])[CH3:48], predict the reactants needed to synthesize it. The reactants are: C1CN([P+](ON2N=NC3C=CC=CC2=3)(N2CCCC2)N2CCCC2)CC1.F[P-](F)(F)(F)(F)F.[Br:34][C:35]1[S:36][C:37]([NH:43][C:44]([O:46][C:47]([CH3:50])([CH3:49])[CH3:48])=[O:45])=[C:38]([C:40]([OH:42])=O)[N:39]=1.[NH2:51][C:52]1[CH:53]=[N:54][N:55]([CH3:74])[C:56]=1[N:57]1[CH2:63][C:62]([F:65])([F:64])[CH2:61][CH:60]([NH:66][C:67](=[O:73])[O:68][C:69]([CH3:72])([CH3:71])[CH3:70])[CH2:59][CH2:58]1.CCN(C(C)C)C(C)C. (3) Given the product [O:35]1[CH2:36][CH2:37][O:38][CH2:39][CH:34]1[CH2:33][O:32][C:28]1[CH:27]=[C:23]2[C:24]3[C:19]([CH2:20][CH2:21][N:22]2[C:30](=[O:31])[N:29]=1)=[CH:18][C:17]([C:9]1[NH:8][C:16]2[C:11]([CH:10]=1)=[CH:12][CH:13]=[CH:14][CH:15]=2)=[CH:26][CH:25]=3, predict the reactants needed to synthesize it. The reactants are: C(OC([N:8]1[C:16]2[C:11](=[CH:12][CH:13]=[CH:14][CH:15]=2)[CH:10]=[C:9]1[C:17]1[CH:18]=[C:19]2[C:24](=[CH:25][CH:26]=1)[C:23]1=[CH:27][C:28]([O:32][CH2:33][CH:34]3[CH2:39][O:38][CH2:37][CH2:36][O:35]3)=[N:29][C:30](=[O:31])[N:22]1[CH2:21][CH2:20]2)=O)(C)(C)C. (4) Given the product [C:1]([O:5][C:6]([N:8]1[CH2:13][CH2:12][N:11]([C:23]([O:22][CH2:21][C:20]2[CH:19]=[CH:18][C:17]([N+:14]([O-:16])=[O:15])=[CH:27][CH:26]=2)=[O:24])[CH2:10][CH2:9]1)=[O:7])([CH3:4])([CH3:2])[CH3:3], predict the reactants needed to synthesize it. The reactants are: [C:1]([O:5][C:6]([N:8]1[CH2:13][CH2:12][NH:11][CH2:10][CH2:9]1)=[O:7])([CH3:4])([CH3:3])[CH3:2].[N+:14]([C:17]1[CH:27]=[CH:26][C:20]([CH2:21][O:22][C:23](Cl)=[O:24])=[CH:19][CH:18]=1)([O-:16])=[O:15].C(N(CC)CC)C.C(OCC)(=O)C.